From a dataset of Reaction yield outcomes from USPTO patents with 853,638 reactions. Predict the reaction yield, written as a fraction of the theoretical maximum amount of product (1.0 means a 100% yield; for example, 0.34 means a 34% yield). (1) The yield is 0.630. The reactants are [N:1]1[N:5]2[CH:6]=[CH:7][CH:8]=[N:9][C:4]2=[C:3]([C:10]([OH:12])=O)[CH:2]=1.[Br:13][C:14]1[C:15]([NH2:20])=[N:16][N:17]([CH3:19])[CH:18]=1.C(N(CC)C(C)C)(C)C. The catalyst is CN(C)C1C=CN=CC=1.CN(C)C=O. The product is [Br:13][C:14]1[C:15]([NH:20][C:10]([C:3]2[CH:2]=[N:1][N:5]3[CH:6]=[CH:7][CH:8]=[N:9][C:4]=23)=[O:12])=[N:16][N:17]([CH3:19])[CH:18]=1. (2) The reactants are CC(C)([O-])C.[Na+].[Cl:7][C:8]1[CH:9]=[C:10]([NH:14][CH2:15][C:16]2[C:25]3[C:20](=[C:21]([F:26])[CH:22]=[CH:23][CH:24]=3)[NH:19][C:18](=[O:27])[CH:17]=2)[CH:11]=[CH:12][CH:13]=1.Cl[C:29]1[CH:34]=[CH:33][CH:32]=[CH:31][N:30]=1.C(P(C(C)(C)C)C1C=CC=CC=1C1C=CC=CC=1)(C)(C)C. The catalyst is C1(C)C=CC=CC=1.CC([O-])=O.CC([O-])=O.[Pd+2].CCOC(C)=O.O. The product is [Cl:7][C:8]1[CH:9]=[C:10]([N:14]([CH2:15][C:16]2[C:25]3[C:20](=[C:21]([F:26])[CH:22]=[CH:23][CH:24]=3)[NH:19][C:18](=[O:27])[CH:17]=2)[C:29]2[CH:34]=[CH:33][CH:32]=[CH:31][N:30]=2)[CH:11]=[CH:12][CH:13]=1. The yield is 0.100. (3) The reactants are Cl[C:2]1[CH:7]=[C:6](Cl)[N:5]=[CH:4][N:3]=1.[C:9]1(B(O)O)[CH:14]=[CH:13][CH:12]=[CH:11][CH:10]=1.C(=O)([O-])[O-].[Na+].[Na+]. The catalyst is Cl[Pd](Cl)([P](C1C=CC=CC=1)(C1C=CC=CC=1)C1C=CC=CC=1)[P](C1C=CC=CC=1)(C1C=CC=CC=1)C1C=CC=CC=1.O.C(#N)C. The product is [C:9]1([C:2]2[CH:7]=[C:6]([C:9]3[CH:14]=[CH:13][CH:12]=[CH:11][CH:10]=3)[N:5]=[CH:4][N:3]=2)[CH:14]=[CH:13][CH:12]=[CH:11][CH:10]=1. The yield is 0.380. (4) The reactants are [Br:1][C:2]1[CH:3]=[C:4]([NH:8]N=C2CCCNC2=O)[CH:5]=[CH:6][CH:7]=1.[C:17](=[O:20])([O-])[O-].[Na+].[Na+]. The catalyst is C(O)=O. The product is [Br:1][C:2]1[CH:3]=[C:4]2[C:5]([C:2]3[CH2:3][CH2:4][NH:8][C:17](=[O:20])[C:7]=3[NH:8]2)=[CH:6][CH:7]=1. The yield is 0.560. (5) The reactants are [Cl:1][C:2]1[C:3]([CH3:18])=[C:4]([NH:10][C@H:11]([C@H:15]([OH:17])[CH3:16])[C:12]([OH:14])=O)[CH:5]=[CH:6][C:7]=1[C:8]#[N:9].[Cl:19][C:20]1[CH:21]=[C:22]([CH:27]=[CH:28][C:29]=1[OH:30])[C:23]([NH:25][NH2:26])=[O:24].ON1C2C=CC=CC=2N=N1.C(N=C=NCCCN(C)C)C.C(N(CC)CC)C. The catalyst is CCOC(C)=O.C1COCC1. The product is [Cl:19][C:20]1[CH:21]=[C:22]([CH:27]=[CH:28][C:29]=1[OH:30])[C:23]([NH:25][NH:26][C:12](=[O:14])[C@H:11]([NH:10][C:4]1[CH:5]=[CH:6][C:7]([C:8]#[N:9])=[C:2]([Cl:1])[C:3]=1[CH3:18])[C@H:15]([OH:17])[CH3:16])=[O:24]. The yield is 0.530. (6) The reactants are Cl.[CH2:2]([C:4]1[CH:5]=[C:6]([CH:10]2[CH2:13][C:12]3([CH2:18][CH2:17][NH:16][CH2:15][CH2:14]3)[CH2:11]2)[CH:7]=[CH:8][CH:9]=1)[CH3:3].[CH3:19][C:20]1[C:24]([CH3:25])=[C:23]([NH:26][C:27](=O)[O:28]C2C=CC=CC=2)[O:22][N:21]=1.C(N(C(C)C)CC)(C)C. The catalyst is C(#N)C. The product is [CH3:19][C:20]1[C:24]([CH3:25])=[C:23]([NH:26][C:27]([N:16]2[CH2:17][CH2:18][C:12]3([CH2:11][CH:10]([C:6]4[CH:7]=[CH:8][CH:9]=[C:4]([CH2:2][CH3:3])[CH:5]=4)[CH2:13]3)[CH2:14][CH2:15]2)=[O:28])[O:22][N:21]=1. The yield is 0.310. (7) The reactants are I[C:2]1[CH:3]=[C:4]([N:8]2[C:16]3[C:11](=[CH:12][C:13]([O:17][CH2:18][CH2:19][N:20]4[CH2:25][CH2:24][O:23][CH2:22][CH2:21]4)=[CH:14][CH:15]=3)[C:10]([C:26]([NH2:28])=[O:27])=[N:9]2)[CH:5]=[CH:6][CH:7]=1.[C:29]([C@:31]1([OH:38])[CH2:35][CH2:34][N:33]([CH3:36])[C:32]1=[O:37])#[CH:30]. No catalyst specified. The product is [OH:38][C@@:31]1([C:29]#[C:30][C:2]2[CH:3]=[C:4]([N:8]3[C:16]4[C:11](=[CH:12][C:13]([O:17][CH2:18][CH2:19][N:20]5[CH2:21][CH2:22][O:23][CH2:24][CH2:25]5)=[CH:14][CH:15]=4)[C:10]([C:26]([NH2:28])=[O:27])=[N:9]3)[CH:5]=[CH:6][CH:7]=2)[CH2:35][CH2:34][N:33]([CH3:36])[C:32]1=[O:37]. The yield is 0.350. (8) The reactants are [C:1]([C:5]1[CH:6]=[C:7]([NH:31][S:32]([CH3:35])(=[O:34])=[O:33])[C:8]([O:29][CH3:30])=[C:9]([NH:11][C:12]([C:14]2[CH:15]=[CH:16][C:17]([CH3:28])=[C:18]([N:20]3[CH:24]=[C:23]([C:25]([OH:27])=O)[CH:22]=[N:21]3)[CH:19]=2)=[O:13])[CH:10]=1)([CH3:4])([CH3:3])[CH3:2].[NH2:36][CH2:37][C:38]1[CH:39]=[N:40][CH:41]=[CH:42][CH:43]=1.CN(C(ON1N=NC2C=CC=NC1=2)=[N+](C)C)C.F[P-](F)(F)(F)(F)F.C(N(CC)C(C)C)(C)C. The catalyst is CN(C=O)C.O. The product is [N:40]1[CH:41]=[CH:42][CH:43]=[C:38]([CH2:37][NH:36][C:25]([C:23]2[CH:22]=[N:21][N:20]([C:18]3[CH:19]=[C:14]([C:12](=[O:13])[NH:11][C:9]4[CH:10]=[C:5]([C:1]([CH3:3])([CH3:2])[CH3:4])[CH:6]=[C:7]([NH:31][S:32]([CH3:35])(=[O:34])=[O:33])[C:8]=4[O:29][CH3:30])[CH:15]=[CH:16][C:17]=3[CH3:28])[CH:24]=2)=[O:27])[CH:39]=1. The yield is 0.540. (9) The reactants are Br[C:2]1[CH:3]=[N:4][CH:5]=[CH:6][C:7]=1[N:8]1[CH2:13][CH2:12][CH:11]([C:14]([NH2:16])=[O:15])[CH2:10][CH2:9]1.[CH3:17][O:18][C:19]1[CH:24]=[CH:23][C:22](B(O)O)=[CH:21][CH:20]=1.C(=O)([O-])[O-].[Na+].[Na+]. The catalyst is C(#N)C. The product is [CH3:17][O:18][C:19]1[CH:24]=[CH:23][C:22]([C:2]2[CH:3]=[N:4][CH:5]=[CH:6][C:7]=2[N:8]2[CH2:13][CH2:12][CH:11]([C:14]([NH2:16])=[O:15])[CH2:10][CH2:9]2)=[CH:21][CH:20]=1. The yield is 0.890. (10) The reactants are C(OC(=O)[NH:7][C:8]1[CH:13]=[C:12]([O:14][C:15]2[CH:20]=[CH:19][C:18]([NH:21][C:22]([O:24][CH2:25][C:26]3[CH:31]=[CH:30][CH:29]=[CH:28][CH:27]=3)=[O:23])=[C:17]([F:32])[CH:16]=2)[CH:11]=[CH:10][N:9]=1)(C)(C)C. The catalyst is Cl.C(OCC)(=O)C. The product is [CH2:25]([O:24][C:22](=[O:23])[NH:21][C:18]1[CH:19]=[CH:20][C:15]([O:14][C:12]2[CH:11]=[CH:10][N:9]=[C:8]([NH2:7])[CH:13]=2)=[CH:16][C:17]=1[F:32])[C:26]1[CH:27]=[CH:28][CH:29]=[CH:30][CH:31]=1. The yield is 0.959.